Dataset: Catalyst prediction with 721,799 reactions and 888 catalyst types from USPTO. Task: Predict which catalyst facilitates the given reaction. (1) Reactant: [CH:1]([O:4][C:5]1[CH:10]=[C:9]([CH:11]2[CH2:16][CH2:15][NH:14][CH2:13][CH2:12]2)[C:8]([CH3:17])=[CH:7][C:6]=1[NH:18][C:19]1[N:24]=[C:23]2[NH:25][N:26]=[C:27]([CH3:28])[C:22]2=[C:21]([NH:29][C:30]2[CH:35]=[CH:34][CH:33]=[CH:32][C:31]=2[S:36]([CH:39]([CH3:41])[CH3:40])(=[O:38])=[O:37])[N:20]=1)([CH3:3])[CH3:2].[CH3:42]C(O)=O.C=O.[NH4+].[Cl-]. Product: [CH:1]([O:4][C:5]1[CH:10]=[C:9]([CH:11]2[CH2:16][CH2:15][N:14]([CH3:42])[CH2:13][CH2:12]2)[C:8]([CH3:17])=[CH:7][C:6]=1[NH:18][C:19]1[N:24]=[C:23]2[NH:25][N:26]=[C:27]([CH3:28])[C:22]2=[C:21]([NH:29][C:30]2[CH:35]=[CH:34][CH:33]=[CH:32][C:31]=2[S:36]([CH:39]([CH3:41])[CH3:40])(=[O:38])=[O:37])[N:20]=1)([CH3:3])[CH3:2]. The catalyst class is: 92. (2) Reactant: Br[C:2]1[CH:3]=[CH:4][C:5]([N:8]2[CH2:12][CH2:11][CH:10]([NH:13][CH2:14][CH2:15][O:16][CH3:17])[CH2:9]2)=[N:6][CH:7]=1.[Cl:18][C:19]1[CH:20]=[CH:21][C:22]([CH2:25][O:26][C:27]2[CH:32]=[CH:31][NH:30][C:29](=[O:33])[CH:28]=2)=[N:23][CH:24]=1.[Na+].[I-].C([O-])([O-])=O.[K+].[K+].[C@@H]1(N)CCCC[C@H]1N. Product: [Cl:18][C:19]1[CH:20]=[CH:21][C:22]([CH2:25][O:26][C:27]2[CH:32]=[CH:31][N:30]([C:2]3[CH:7]=[N:6][C:5]([N:8]4[CH2:12][CH2:11][CH:10]([NH:13][CH2:14][CH2:15][O:16][CH3:17])[CH2:9]4)=[CH:4][CH:3]=3)[C:29](=[O:33])[CH:28]=2)=[N:23][CH:24]=1. The catalyst class is: 185.